Dataset: NCI-60 drug combinations with 297,098 pairs across 59 cell lines. Task: Regression. Given two drug SMILES strings and cell line genomic features, predict the synergy score measuring deviation from expected non-interaction effect. (1) Drug 1: C1CN1C2=NC(=NC(=N2)N3CC3)N4CC4. Drug 2: COC1=C(C=C2C(=C1)N=CN=C2NC3=CC(=C(C=C3)F)Cl)OCCCN4CCOCC4. Cell line: OVCAR-5. Synergy scores: CSS=34.0, Synergy_ZIP=-8.72, Synergy_Bliss=-2.21, Synergy_Loewe=-0.665, Synergy_HSA=0.592. (2) Cell line: RXF 393. Drug 1: CS(=O)(=O)C1=CC(=C(C=C1)C(=O)NC2=CC(=C(C=C2)Cl)C3=CC=CC=N3)Cl. Synergy scores: CSS=25.4, Synergy_ZIP=11.5, Synergy_Bliss=14.4, Synergy_Loewe=17.3, Synergy_HSA=16.0. Drug 2: CC1C(C(CC(O1)OC2CC(OC(C2O)C)OC3=CC4=CC5=C(C(=O)C(C(C5)C(C(=O)C(C(C)O)O)OC)OC6CC(C(C(O6)C)O)OC7CC(C(C(O7)C)O)OC8CC(C(C(O8)C)O)(C)O)C(=C4C(=C3C)O)O)O)O. (3) Drug 1: CN(C)N=NC1=C(NC=N1)C(=O)N. Drug 2: C1=NC2=C(N=C(N=C2N1C3C(C(C(O3)CO)O)O)F)N. Cell line: RXF 393. Synergy scores: CSS=0.460, Synergy_ZIP=0.758, Synergy_Bliss=2.14, Synergy_Loewe=0.639, Synergy_HSA=1.06. (4) Drug 2: CC1=C(C=C(C=C1)NC(=O)C2=CC=C(C=C2)CN3CCN(CC3)C)NC4=NC=CC(=N4)C5=CN=CC=C5. Drug 1: CS(=O)(=O)C1=CC(=C(C=C1)C(=O)NC2=CC(=C(C=C2)Cl)C3=CC=CC=N3)Cl. Cell line: SN12C. Synergy scores: CSS=1.16, Synergy_ZIP=3.15, Synergy_Bliss=5.89, Synergy_Loewe=-0.848, Synergy_HSA=-0.648. (5) Drug 1: CC1C(C(CC(O1)OC2CC(CC3=C2C(=C4C(=C3O)C(=O)C5=C(C4=O)C(=CC=C5)OC)O)(C(=O)C)O)N)O.Cl. Drug 2: CNC(=O)C1=NC=CC(=C1)OC2=CC=C(C=C2)NC(=O)NC3=CC(=C(C=C3)Cl)C(F)(F)F. Cell line: MALME-3M. Synergy scores: CSS=39.1, Synergy_ZIP=-0.129, Synergy_Bliss=7.46, Synergy_Loewe=-9.07, Synergy_HSA=6.66. (6) Drug 1: C1CCC(C1)C(CC#N)N2C=C(C=N2)C3=C4C=CNC4=NC=N3. Drug 2: CC1=CC=C(C=C1)C2=CC(=NN2C3=CC=C(C=C3)S(=O)(=O)N)C(F)(F)F. Cell line: HCC-2998. Synergy scores: CSS=1.53, Synergy_ZIP=1.93, Synergy_Bliss=-0.200, Synergy_Loewe=-4.16, Synergy_HSA=-4.62. (7) Drug 1: CCC1(CC2CC(C3=C(CCN(C2)C1)C4=CC=CC=C4N3)(C5=C(C=C6C(=C5)C78CCN9C7C(C=CC9)(C(C(C8N6C)(C(=O)OC)O)OC(=O)C)CC)OC)C(=O)OC)O.OS(=O)(=O)O. Drug 2: CCCCC(=O)OCC(=O)C1(CC(C2=C(C1)C(=C3C(=C2O)C(=O)C4=C(C3=O)C=CC=C4OC)O)OC5CC(C(C(O5)C)O)NC(=O)C(F)(F)F)O. Cell line: HOP-62. Synergy scores: CSS=68.0, Synergy_ZIP=-6.43, Synergy_Bliss=-12.2, Synergy_Loewe=-8.30, Synergy_HSA=-8.12. (8) Drug 1: COC1=C(C=C2C(=C1)N=CN=C2NC3=CC(=C(C=C3)F)Cl)OCCCN4CCOCC4. Drug 2: CC1=C(C(=CC=C1)Cl)NC(=O)C2=CN=C(S2)NC3=CC(=NC(=N3)C)N4CCN(CC4)CCO. Cell line: HOP-92. Synergy scores: CSS=40.2, Synergy_ZIP=1.31, Synergy_Bliss=4.08, Synergy_Loewe=7.46, Synergy_HSA=9.06.